This data is from Forward reaction prediction with 1.9M reactions from USPTO patents (1976-2016). The task is: Predict the product of the given reaction. (1) Given the reactants [CH3:1][C:2]1([CH3:21])[CH2:7][CH2:6][C:5]([C:8]2[C:9]([C:16]3[CH:20]=[CH:19][S:18][CH:17]=3)=[N:10][N:11]([CH3:15])[C:12]=2[CH:13]=[O:14])=[CH:4][CH2:3]1.C[Si](C#N)(C)C.[Na].[C:29](Cl)(=[O:31])C.[CH3:33][OH:34], predict the reaction product. The product is: [CH3:1][C:2]1([CH3:21])[CH2:7][CH2:6][C:5]([C:8]2[C:9]([C:16]3[CH:20]=[CH:19][S:18][CH:17]=3)=[N:10][N:11]([CH3:15])[C:12]=2[CH:13]([OH:14])[C:33]([O:31][CH3:29])=[O:34])=[CH:4][CH2:3]1. (2) Given the reactants [CH3:1][C:2]1([CH3:10])[CH2:7][CH:6]([CH3:8])[CH2:5][C:4](=[O:9])[CH2:3]1.[CH2:11](OC(OCC)(C)C)[CH3:12].[H][H], predict the reaction product. The product is: [CH2:11]([O:9][CH:4]1[CH2:5][CH:6]([CH3:8])[CH2:7][C:2]([CH3:10])([CH3:1])[CH2:3]1)[CH3:12]. (3) Given the reactants [H-].C([Al+]CC(C)C)C(C)C.C(=O)=[O:12].[C:14]([O:18][C:19](=[O:33])[N:20]([CH2:22][CH2:23][C@H:24]1[CH2:29][CH2:28][C@H:27]([CH2:30][C:31]#N)[CH2:26][CH2:25]1)[CH3:21])([CH3:17])([CH3:16])[CH3:15].Cl, predict the reaction product. The product is: [C:14]([O:18][C:19](=[O:33])[N:20]([CH3:21])[CH2:22][CH2:23][C@H:24]1[CH2:29][CH2:28][C@H:27]([CH2:30][CH:31]=[O:12])[CH2:26][CH2:25]1)([CH3:17])([CH3:16])[CH3:15]. (4) Given the reactants Br[C:2]1[CH:7]=[C:6]([N+:8]([O-:10])=[O:9])[CH:5]=[CH:4][C:3]=1[CH3:11].[F:12][C:13]([F:18])([F:17])C([O-])=O.[Na+].O, predict the reaction product. The product is: [F:12][C:13]([F:18])([F:17])[C:2]1[CH:7]=[C:6]([N+:8]([O-:10])=[O:9])[CH:5]=[CH:4][C:3]=1[CH3:11]. (5) Given the reactants [CH2:1]([C:4](=[CH:8][CH2:9][CH:10]([CH3:12])[CH3:11])[C:5](=[O:7])[CH3:6])[CH:2]=[CH2:3].[H-].[H-].[H-].[H-].[Li+].[Al+3].O.[OH-].[Na+], predict the reaction product. The product is: [CH2:1]([CH:4]([CH2:8][CH:9]=[C:10]([CH3:11])[CH3:12])[CH:5]([OH:7])[CH3:6])[CH:2]=[CH2:3].